Binary Classification. Given a miRNA mature sequence and a target amino acid sequence, predict their likelihood of interaction. From a dataset of Experimentally validated miRNA-target interactions with 360,000+ pairs, plus equal number of negative samples. (1) The miRNA is hsa-miR-548h-3p with sequence CAAAAACCGCAAUUACUUUUGCA. The protein sequence of the target gene is MYTPHPFGFLIILVPMTNAMRAIAAIAAGVGSVAATVATSTTSSISSSTTIINTSSATTIGGNHTSGSTGFSTNSTLLDADHLPLQLTTAKVDLDIEIDIQLLTNGYDGTTLTSFYNESSWTNASEMDTIVGEEPEPLSLVSIVVVGIFLSVLIFLSVAGNILVCLAIYTERSLRRIGNLFLASLAIADLFVASLVMTFAGVNDLLGYWIFGAQFCDTWVAFDVMCSTASILNLCAISMDRYIHIKDPLRYGRWVTRRVAVITIAAIWLLAAFVSFVPISLGIHRPDQPLIFEDNGKKYP.... Result: 0 (no interaction). (2) The miRNA is hsa-miR-382-5p with sequence GAAGUUGUUCGUGGUGGAUUCG. The protein sequence of the target gene is MADDIDIEAMLEAPYKKDENKLSSANGHEERSKKRKKSKSRSRSHERKRSKSKERKRSRDRERKKSKSRERKRSRSKERRRSRSRSRDRRFRGRYRSPYSGPKFNSAIRGKIGLPHSIKLSRRRSRSKSPFRKDKSPVREPIDNLTPEERDARTVFCMQLAARIRPRDLEEFFSTVGKVRDVRMISDRNSRRSKGIAYVEFVDVSSVPLAIGLTGQRVLGVPIIVQASQAEKNRAAAMANNLQKGSAGPMRLYVGSLHFNITEDMLRGIFEPFGRIESIQLMMDSETGRSKGYGFITFSD.... Result: 1 (interaction). (3) The miRNA is hsa-miR-676-3p with sequence CUGUCCUAAGGUUGUUGAGUU. The protein sequence of the target gene is MGLRIHFVVDPHGWCCMGLIVFVWLYNIVIIPKIVLFPHYEEGHIPGILIIIFYGISIFCLVALVRASLTDPGRLPENPKIPHAERELWELCNKCNLMRPKRSHHCSRCGHCVRRMDHHCPWINNCVGEDNHWLFLQLCFYTELLTCYALMFSFCHYYYFLPLKKRNLDLFVVRHELAIMRLAAFMGITMLVGITGLFYTQLIGIITDTTSIEKMSNCCEEISRPRKPWQQTFSEVFGTRWKILWFIPFRQRQPLRVPYHFANHV. Result: 0 (no interaction). (4) The miRNA is hsa-miR-215-3p with sequence UCUGUCAUUUCUUUAGGCCAAUA. The protein sequence of the target gene is MAGQQFQYDDSGNTFFYFLTSFVGLIVIPATYYLWPRDQNAEQIRLKNIRKVYGRCMWYRLRLLKPQPNIIPTVKKIVLLAGWALFLFLAYKVSKTDREYQEYNPYEVLNLDPGATVAEIKKQYRLLSLKYHPDKGGDEVMFMRIAKAYAALTDEESRKNWEEFGNPDGPQATSFGIALPAWIVDQKNSILVLLVYGLAFMVILPVVVGSWWYRSIRYSGDQILIRTTQIYTYFVYKTRNMDMKRLIMVLAGASEFDPQYNKDSTSRPTDNILIPQLIREIGSINLKKNEPPLTCPYSLK.... Result: 0 (no interaction). (5) The miRNA is hsa-miR-6780a-5p with sequence UUGGGAGGGAAGACAGCUGGAGA. The protein sequence of the target gene is MPFLWGLRQDKEACVGTNNQSYICDTGHCCGQSQCCNYYYELWWFWLVWTVVIILSCCCVCHHRRAKHRLQAQQRQHEINLIAYREAHNYSALPFYFRFLPNSLLPPYEEVVNRPPTPPPPYSAFQLQQQQQLLPPPPQGGPPGGSPPGADPPPQGSQGAQSSPLSGPSRSSTRPPSVADPQSPEVPTDREATKASGTESGSPMAGHGELDPGAFLDQDSECKEELLKDSRSERGGVSPDSEDKTPGRHRRFTGDSGIEVCVCNRGHHDDDLKEFNTLIDDALDGPLDFCDSCHVRPPVD.... Result: 0 (no interaction). (6) The miRNA is hsa-miR-619-3p with sequence GACCUGGACAUGUUUGUGCCCAGU. The protein sequence of the target gene is MEEGNNNEEVIHLNNFHCHRGQEWINLRDGPITISDSSDEERIPMLVTPAPQQHEEEDLDDDVILTEDDSEDDYGEFLDLGPPGISEFTKPSGQTEREPKPGPSHNQAANDIVNPRSEQKVIILEEGSLLYTESDPLETQNQSSEDSETELLSNLGESAALADDQAIEEDCWLDHPYFQSLNQQPREITNQVVPQERQPEAELGRLLFQHEFPGPAFPRPEPQQGGISGPSSPQPAHPLGEFEDQQLASDDEEPGPAFPMQESQEPNLENIWGQEAAEVDQELVELLVKETEARFPDVAN.... Result: 1 (interaction).